Dataset: Experimentally validated miRNA-target interactions with 360,000+ pairs, plus equal number of negative samples. Task: Binary Classification. Given a miRNA mature sequence and a target amino acid sequence, predict their likelihood of interaction. (1) The miRNA is mmu-miR-491-5p with sequence AGUGGGGAACCCUUCCAUGAGG. Result: 0 (no interaction). The protein sequence of the target gene is MLPPKHLSATKPKKSWAPNLYELDSDLTKEPDVIIGEGPTDSEFFHQRFRNLIYVEFVGPRKTLIKLRNLCLDWLQPETRTKEEIIELLVLEQYLTIIPEKLKPWVRAKKPENCEKLVTLLENYKEMYQPEDDNNSDVTSDDDMTRNRRESSPPHSVHSFSDRDWDRRGRSRDMEPRDRWSHTRNPRSRMPPRDLSLPVVAKTSFEMDREDDRDSRAYESRSQDAESYQNVVDLAEDRKPHNTIQDNMENYRKLLSLVQLAEDDGHSHMTQGHSSRSKRSAYPSTSRGLKTMPEAKKSTH.... (2) The miRNA is mmu-miR-124-3p with sequence UAAGGCACGCGGUGAAUGCC. The protein sequence of the target gene is MAARPPASLSYRTTGSTCLHPLSQLLGIPLDQVNFVACQLFALSAAFWFRIYLHPGKASPEVRHTLATILGIYFVVFCFGWYAVHLFVLVLMCYGVMVTASVSNIHRYSFFVAMGYLTICHISRIYIFHYGILTTDFSGPLMIVTQKITTLAFQVHDGLGRKAEDLSAEQHRLAVKAKPSLLEYLSYHLNFMSVIAGPCNNFKDYVAFIEGRHIHMKLLEVNWTQRGFQSLPEPSPMGAVIQKLCVTLMSLLLFLTLSKSFPVTFLIDDWFVHKANFLSRLWYLYVVMQAAKPKYYFAWT.... Result: 1 (interaction).